From a dataset of Catalyst prediction with 721,799 reactions and 888 catalyst types from USPTO. Predict which catalyst facilitates the given reaction. (1) Reactant: [O:1]1[CH2:6][CH2:5][CH2:4][CH2:3][CH:2]1[O:7][CH2:8][CH2:9][CH2:10][CH2:11][CH2:12][CH2:13][CH2:14][CH2:15][C:16]#[CH:17].[Li]CCCC.Cl[C:24]([O:26][CH3:27])=[O:25]. Product: [CH3:27][O:26][C:24](=[O:25])[C:17]#[C:16][CH2:15][CH2:14][CH2:13][CH2:12][CH2:11][CH2:10][CH2:9][CH2:8][O:7][CH:2]1[CH2:3][CH2:4][CH2:5][CH2:6][O:1]1. The catalyst class is: 1. (2) Reactant: [Br:1][C:2]1[CH:7]=[CH:6][C:5]([N:8]2[C:12]([C:13](OCC)=[O:14])=[CH:11][N:10]=[CH:9]2)=[CH:4][CH:3]=1.[H-].[H-].[H-].[H-].[Li+].[Al+3]. Product: [Br:1][C:2]1[CH:3]=[CH:4][C:5]([N:8]2[C:12]([CH:13]=[O:14])=[CH:11][N:10]=[CH:9]2)=[CH:6][CH:7]=1. The catalyst class is: 697. (3) Reactant: [Cl:1][C:2]1[CH:7]=[CH:6][CH:5]=[C:4]([F:8])[C:3]=1[NH:9][C:10]1[NH:11][C:12]2[C:18]3[CH2:19][C:20]([CH3:23])([CH3:22])[O:21][C:17]=3[C:16]([C:24](O)=[O:25])=[CH:15][C:13]=2[N:14]=1.S(Cl)(Cl)=O.[CH:31]1([C:34]2[CH:35]=[CH:36][C:37]([F:41])=[C:38]([CH:40]=2)[NH2:39])[CH2:33][CH2:32]1.CCN(C(C)C)C(C)C. Product: [Cl:1][C:2]1[CH:7]=[CH:6][CH:5]=[C:4]([F:8])[C:3]=1[NH:9][C:10]1[NH:11][C:12]2[C:18]3[CH2:19][C:20]([CH3:23])([CH3:22])[O:21][C:17]=3[C:16]([C:24]([NH:39][C:38]3[CH:40]=[C:34]([CH:31]4[CH2:32][CH2:33]4)[CH:35]=[CH:36][C:37]=3[F:41])=[O:25])=[CH:15][C:13]=2[N:14]=1. The catalyst class is: 1. (4) Reactant: [NH2:1][CH2:2][CH2:3][CH2:4][CH2:5][CH2:6][C:7]([NH:9][C:10]([CH3:30])([CH3:29])[CH2:11][N:12]1[C:24]2[C:23]3[CH:22]=[CH:21][CH:20]=[CH:19][C:18]=3[N:17]=[CH:16][C:15]=2[N:14]=[C:13]1[CH2:25][O:26][CH2:27][CH3:28])=[O:8].[C:31](O)(=[O:41])[CH2:32][CH2:33][S:34][S:34][CH2:33][CH2:32][C:31](O)=[O:41].ON1C2C=CC=CC=2N=N1.Cl.CN(C)CCCN=C=NCC. Product: [CH2:27]([O:26][CH2:25][C:13]1[N:12]([CH2:11][C:10]([NH:9][C:7](=[O:8])[CH2:6][CH2:5][CH2:4][CH2:3][CH2:2][NH:1][C:31](=[O:41])[CH2:32][CH2:33][SH:34])([CH3:29])[CH3:30])[C:24]2[C:23]3[CH:22]=[CH:21][CH:20]=[CH:19][C:18]=3[N:17]=[CH:16][C:15]=2[N:14]=1)[CH3:28]. The catalyst class is: 3. (5) Reactant: Cl.[NH2:2][OH:3].C(N(CC)CC)C.[C:11]([N:15]1[C:19]([C:20]2[CH:25]=[CH:24][C:23]([N:26]3[CH2:31][CH2:30][CH2:29][CH2:28][CH2:27]3)=[CH:22][CH:21]=2)=[CH:18][C:17]([CH:32]=O)=[N:16]1)([CH3:14])([CH3:13])[CH3:12]. Product: [C:11]([N:15]1[C:19]([C:20]2[CH:25]=[CH:24][C:23]([N:26]3[CH2:31][CH2:30][CH2:29][CH2:28][CH2:27]3)=[CH:22][CH:21]=2)=[CH:18][C:17]([CH:32]=[N:2][OH:3])=[N:16]1)([CH3:14])([CH3:13])[CH3:12]. The catalyst class is: 4. (6) Reactant: [N+:1]([C:4]1[CH:5]=[C:6]([C:10]2[CH:15]=[CH:14][N:13]=[C:12]([NH2:16])[N:11]=2)[CH:7]=[CH:8][CH:9]=1)([O-])=O.S1C=CC=C1. Product: [NH2:1][C:4]1[CH:5]=[C:6]([C:10]2[CH:15]=[CH:14][N:13]=[C:12]([NH2:16])[N:11]=2)[CH:7]=[CH:8][CH:9]=1. The catalyst class is: 19. (7) Product: [C:29]([C:27]1[CH:28]=[C:23]2[C:21]([NH2:22])=[C:13]([C:12](=[O:15])[C:11]3[CH:16]=[C:17]([F:20])[CH:18]=[CH:19][C:10]=3[O:9][CH2:7][CH3:8])[S:31][C:24]2=[N:25][CH:26]=1)#[N:30]. Reactant: C(=O)([O-])[O-].[K+].[K+].[CH2:7]([O:9][C:10]1[CH:19]=[CH:18][C:17]([F:20])=[CH:16][C:11]=1[C:12](=[O:15])[CH2:13]Br)[CH3:8].[C:21]([C:23]1[C:24]([SH:31])=[N:25][CH:26]=[C:27]([C:29]#[N:30])[CH:28]=1)#[N:22]. The catalyst class is: 39. (8) Reactant: [NH:1]1[CH:5]=[CH:4][C:3]([C:6]2[C:14]3[C:13]([NH:15][C@H:16]([C:18]4[N:23]([C:24]5[CH:29]=[CH:28][CH:27]=[CH:26][CH:25]=5)[C:22](=[O:30])[C:21]5=[C:31]([CH3:34])[CH:32]=[CH:33][N:20]5[N:19]=4)[CH3:17])=[N:12][CH:11]=[N:10][C:9]=3[N:8]([CH2:35][O:36][CH2:37][CH2:38][Si:39]([CH3:42])([CH3:41])[CH3:40])[CH:7]=2)=[N:2]1.Br[CH2:44][CH2:45][OH:46].C(=O)([O-])[O-].[Cs+].[Cs+]. Product: [OH:46][CH2:45][CH2:44][N:1]1[CH:5]=[CH:4][C:3]([C:6]2[C:14]3[C:13]([NH:15][C@H:16]([C:18]4[N:23]([C:24]5[CH:25]=[CH:26][CH:27]=[CH:28][CH:29]=5)[C:22](=[O:30])[C:21]5=[C:31]([CH3:34])[CH:32]=[CH:33][N:20]5[N:19]=4)[CH3:17])=[N:12][CH:11]=[N:10][C:9]=3[N:8]([CH2:35][O:36][CH2:37][CH2:38][Si:39]([CH3:40])([CH3:42])[CH3:41])[CH:7]=2)=[N:2]1. The catalyst class is: 3. (9) Product: [S:2]1[CH:6]=[CH:5][CH:4]=[C:3]1[C:7]1[NH:9][C:22]([CH3:24])=[C:21]([C:20]([O:26][CH3:27])=[O:25])[CH:13]([C:12]2[CH:15]=[CH:16][C:17]([F:19])=[CH:18][C:11]=2[Cl:10])[N:8]=1. The catalyst class is: 8. Reactant: Cl.[S:2]1[CH:6]=[CH:5][CH:4]=[C:3]1[C:7]([NH2:9])=[NH:8].[Cl:10][C:11]1[CH:18]=[C:17]([F:19])[CH:16]=[CH:15][C:12]=1[CH:13]=O.[C:20]([O:26][CH3:27])(=[O:25])[CH2:21][C:22]([CH3:24])=O.C([O-])(=O)C.[Na+].